From a dataset of Catalyst prediction with 721,799 reactions and 888 catalyst types from USPTO. Predict which catalyst facilitates the given reaction. Reactant: [Cl:1][C:2]1[C:3]([NH:20][CH:21]2[CH2:26][CH2:25][N:24](C(OC(C)(C)C)=O)[CH2:23][CH:22]2[CH2:34][CH3:35])=[N:4][C:5]([NH:8][C:9]2[CH:10]=[CH:11][C:12]3[C:16]([CH:17]=2)=[N:15][N:14]([CH3:18])[C:13]=3[CH3:19])=[N:6][CH:7]=1.Cl. Product: [Cl:1][C:2]1[C:3]([NH:20][CH:21]2[CH2:26][CH2:25][NH:24][CH2:23][CH:22]2[CH2:34][CH3:35])=[N:4][C:5]([NH:8][C:9]2[CH:10]=[CH:11][C:12]3[C:16]([CH:17]=2)=[N:15][N:14]([CH3:18])[C:13]=3[CH3:19])=[N:6][CH:7]=1. The catalyst class is: 317.